From a dataset of Forward reaction prediction with 1.9M reactions from USPTO patents (1976-2016). Predict the product of the given reaction. (1) Given the reactants [CH3:1][O:2][C:3]1[CH:8]=[CH:7][C:6]([CH3:9])=[CH:5][C:4]=1[NH:10][C:11](=[O:28])[NH:12][C:13]1[CH:18]=[CH:17][C:16]([C@H:19]2[CH2:24][CH2:23][C@H:22]([C:25]([OH:27])=O)[CH2:21][CH2:20]2)=[CH:15][CH:14]=1.Cl.CN(C)CCCN=C=NCC.ON1C2C=CC=CC=2N=N1.C(N(CC)CC)C.[NH:58]1[CH2:64][CH2:63][CH2:62][C@@H:59]1[CH2:60][OH:61], predict the reaction product. The product is: [OH:61][CH2:60][C@@H:59]1[CH2:62][CH2:63][CH2:64][N:58]1[C:25]([C@H:22]1[CH2:21][CH2:20][C@H:19]([C:16]2[CH:17]=[CH:18][C:13]([NH:12][C:11]([NH:10][C:4]3[CH:5]=[C:6]([CH3:9])[CH:7]=[CH:8][C:3]=3[O:2][CH3:1])=[O:28])=[CH:14][CH:15]=2)[CH2:24][CH2:23]1)=[O:27]. (2) Given the reactants CC1C=CC(S(O[CH2:12][C@@H:13]2[O:18][C:17]3[CH:19]=[C:20]([S:24]([CH3:27])(=[O:26])=[O:25])[CH:21]=[C:22]([Cl:23])[C:16]=3[O:15][CH2:14]2)(=O)=O)=CC=1.[CH2:28]([NH:31][CH2:32][CH2:33][CH3:34])[CH2:29][CH3:30], predict the reaction product. The product is: [Cl:23][C:22]1[C:16]2[O:15][CH2:14][C@H:13]([CH2:12][N:31]([CH2:32][CH2:33][CH3:34])[CH2:28][CH2:29][CH3:30])[O:18][C:17]=2[CH:19]=[C:20]([S:24]([CH3:27])(=[O:25])=[O:26])[CH:21]=1. (3) Given the reactants Br[C:2]1[CH:10]=[CH:9][CH:8]=[C:7]2[C:3]=1[CH2:4][CH2:5][C@@H:6]2[OH:11].[CH3:12][C:13]1(C)[C:17](C)(C)OB(C(C)=C)O1.[O-]P([O-])([O-])=O.[K+].[K+].[K+].COCCOC, predict the reaction product. The product is: [C:13]([C:2]1[CH:10]=[CH:9][CH:8]=[C:7]2[C:3]=1[CH2:4][CH2:5][C@@H:6]2[OH:11])([CH3:17])=[CH2:12]. (4) Given the reactants [NH2:1][C:2]1[C:11]([CH3:12])=[CH:10][CH:9]=[C:8]2[C:3]=1[CH:4]=[CH:5][N:6]([CH2:14][CH2:15][N:16]([CH3:24])[C:17](=[O:23])[O:18][C:19]([CH3:22])([CH3:21])[CH3:20])[C:7]2=[O:13].[F:25][C:26]1[CH:27]=[C:28]([CH2:36][C:37](O)=[O:38])[CH:29]=[CH:30][C:31]=1[C:32]([F:35])([F:34])[F:33].C(N(CC)C(C)C)(C)C.CN(C)C=O, predict the reaction product. The product is: [F:25][C:26]1[CH:27]=[C:28]([CH2:36][C:37]([NH:1][C:2]2[C:11]([CH3:12])=[CH:10][CH:9]=[C:8]3[C:3]=2[CH:4]=[CH:5][N:6]([CH2:14][CH2:15][N:16]([CH3:24])[C:17](=[O:23])[O:18][C:19]([CH3:21])([CH3:20])[CH3:22])[C:7]3=[O:13])=[O:38])[CH:29]=[CH:30][C:31]=1[C:32]([F:34])([F:35])[F:33]. (5) The product is: [C:2]([C:3]1[CH:8]=[CH:7][CH:6]=[CH:5][CH:4]=1)(=[O:10])[CH3:1]. Given the reactants [CH2:1]=[CH:2][C:3]1[CH:8]=[CH:7][CH:6]=[CH:5][CH:4]=1.C[OH:10].O.O=O, predict the reaction product. (6) Given the reactants [CH:1]1([N:6]2[C:15]3[N:14]=[C:13]([NH:16][C:17]4[C:25]([O:26][CH3:27])=[CH:24][C:20]([C:21](O)=[O:22])=[C:19](F)[CH:18]=4)[N:12]=[CH:11][C:10]=3[N:9]3[CH:29]=[N:30][C:31]([C:32]#[N:33])=[C:8]3[C@H:7]2[CH2:34][CH3:35])[CH2:5]CC[CH2:2]1.[NH2:36][CH:37]1[CH2:40][N:39]([CH:41]2[CH2:46][CH2:45][N:44](C(OC(C)(C)C)=O)[CH2:43][CH2:42]2)[CH2:38]1, predict the reaction product. The product is: [C:32]([C:31]1[N:30]=[CH:29][N:9]2[C:8]=1[C@@H:7]([CH2:34][CH3:35])[N:6]([CH:1]([CH3:2])[CH3:5])[C:15]1[N:14]=[C:13]([NH:16][C:17]3[CH:18]=[CH:19][C:20]([C:21]([NH:36][CH:37]4[CH2:38][N:39]([CH:41]5[CH2:42][CH2:43][NH:44][CH2:45][CH2:46]5)[CH2:40]4)=[O:22])=[CH:24][C:25]=3[O:26][CH3:27])[N:12]=[CH:11][C:10]2=1)#[N:33]. (7) Given the reactants [CH3:1][C:2]1([CH3:13])[NH:7][C:6](=O)[C:5]2[CH:9]=[CH:10][CH:11]=[CH:12][C:4]=2[O:3]1.P(Cl)(Cl)(Cl)(Cl)[Cl:15], predict the reaction product. The product is: [Cl:15][CH:6]1[C:5]2[CH:9]=[CH:10][CH:11]=[CH:12][C:4]=2[O:3][C:2]([CH3:13])([CH3:1])[NH:7]1. (8) The product is: [Cl:1][C:2]1[CH:3]=[CH:4][C:5]([OH:10])=[C:6]([C:7]2[N:8]=[C:9]([C:11]3[CH:16]=[C:15]([Cl:17])[CH:14]=[CH:13][C:12]=3[OH:18])[N:29]([CH2:31][C:32]([O:34][CH2:35][CH3:36])=[O:33])[N:30]=2)[CH:20]=1. Given the reactants [Cl:1][C:2]1[CH:3]=[CH:4][C:5]2[O:10][C:9]([C:11]3[CH:16]=[C:15]([Cl:17])[CH:14]=[CH:13][C:12]=3[OH:18])=[N:8][C:7](=O)[C:6]=2[CH:20]=1.C(N(CC)CC)C.Cl.[NH:29]([CH2:31][C:32]([O:34][CH2:35][CH3:36])=[O:33])[NH2:30], predict the reaction product. (9) Given the reactants [OH:1][NH:2][C:3]([C:5]1[CH:10]=[CH:9][CH:8]=[CH:7][N:6]=1)=[NH:4].[Cl:11][C:12]1[CH:20]=[CH:19][C:18]([N+:21]([O-:23])=[O:22])=[CH:17][C:13]=1[C:14](O)=O, predict the reaction product. The product is: [Cl:11][C:12]1[CH:20]=[CH:19][C:18]([N+:21]([O-:23])=[O:22])=[CH:17][C:13]=1[C:14]1[O:1][N:2]=[C:3]([C:5]2[CH:10]=[CH:9][CH:8]=[CH:7][N:6]=2)[N:4]=1.